Dataset: Full USPTO retrosynthesis dataset with 1.9M reactions from patents (1976-2016). Task: Predict the reactants needed to synthesize the given product. (1) Given the product [C:11]([NH:15][C:16]([C:18]1[N:22]=[C:21]([C:23]2[CH:28]=[CH:27][C:26]([NH:29][C:7](=[O:9])[CH3:8])=[CH:25][N:24]=2)[N:20]([C:30]2[CH:31]=[N:32][C:33]([O:36][CH3:37])=[CH:34][CH:35]=2)[N:19]=1)=[O:17])([CH3:14])([CH3:13])[CH3:12], predict the reactants needed to synthesize it. The reactants are: N1C=CC=CC=1.[C:7](Cl)(=[O:9])[CH3:8].[C:11]([NH:15][C:16]([C:18]1[N:22]=[C:21]([C:23]2[CH:28]=[CH:27][C:26]([NH2:29])=[CH:25][N:24]=2)[N:20]([C:30]2[CH:31]=[N:32][C:33]([O:36][CH3:37])=[CH:34][CH:35]=2)[N:19]=1)=[O:17])([CH3:14])([CH3:13])[CH3:12].C(=O)([O-])O.[Na+]. (2) Given the product [Cl:35][C:32]1[CH:31]=[CH:30][C:29]([N:21]2[C:20]([CH:13]([CH:14]3[CH2:19][CH2:18][CH2:17][CH2:16][CH2:15]3)[CH2:12][O:11][C:7]3[C:8]([CH3:10])=[CH:9][C:4]([C:3]([OH:37])=[O:2])=[CH:5][C:6]=3[CH3:36])=[C:28]3[C:23]([CH2:24][CH2:25][CH2:26][CH2:27]3)=[N:22]2)=[CH:34][CH:33]=1, predict the reactants needed to synthesize it. The reactants are: C[O:2][C:3](=[O:37])[C:4]1[CH:9]=[C:8]([CH3:10])[C:7]([O:11][CH2:12][CH:13]([C:20]2[N:21]([C:29]3[CH:34]=[CH:33][C:32]([Cl:35])=[CH:31][CH:30]=3)[N:22]=[C:23]3[C:28]=2[CH2:27][CH2:26][CH2:25][CH2:24]3)[CH:14]2[CH2:19][CH2:18][CH2:17][CH2:16][CH2:15]2)=[C:6]([CH3:36])[CH:5]=1.[OH-].[Li+].